From a dataset of Catalyst prediction with 721,799 reactions and 888 catalyst types from USPTO. Predict which catalyst facilitates the given reaction. (1) Reactant: C([N:8]1[CH2:14][C:13]2[N:15]=[CH:16][C:17]([S:19][CH:20]([CH3:22])[CH3:21])=[N:18][C:12]=2[O:11][CH2:10][CH2:9]1)C1C=CC=CC=1.[Cl:23]C(OC(Cl)C)=O. Product: [ClH:23].[CH3:22][CH:20]([S:19][C:17]1[CH:16]=[N:15][C:13]2[CH2:14][NH:8][CH2:9][CH2:10][O:11][C:12]=2[N:18]=1)[CH3:21]. The catalyst class is: 11. (2) Reactant: [NH2:1][C:2]1[CH:3]=[C:4]([C:8]2[NH:36][C:11]3=[N:12][CH:13]=[CH:14][C:15]([C:16]4[CH:21]=[CH:20][C:19]([CH2:22][NH:23][C:24]([C:26]5[O:30][N:29]=[C:28]([C:31]([CH3:34])([CH3:33])[CH3:32])[N:27]=5)=[O:25])=[C:18]([F:35])[CH:17]=4)=[C:10]3[N:9]=2)[CH:5]=[CH:6][CH:7]=1.CCN(C(C)C)C(C)C.[C:46](Cl)(=[O:49])[CH:47]=[CH2:48]. Product: [C:31]([C:28]1[N:27]=[C:26]([C:24]([NH:23][CH2:22][C:19]2[CH:20]=[CH:21][C:16]([C:15]3[CH:14]=[CH:13][N:12]=[C:11]4[NH:36][C:8]([C:4]5[CH:5]=[CH:6][CH:7]=[C:2]([NH:1][C:46](=[O:49])[CH:47]=[CH2:48])[CH:3]=5)=[N:9][C:10]=34)=[CH:17][C:18]=2[F:35])=[O:25])[O:30][N:29]=1)([CH3:32])([CH3:33])[CH3:34]. The catalyst class is: 7. (3) Reactant: ClCCl.[H-].[CH2:5]([Al+]CC(C)C)[CH:6](C)C.[C@H:14](O)([C:20]([O-:22])=O)[C@@H:15](O)[C:16]([O-])=[O:17].[Na+].[K+].[CH3:26][CH2:27][CH2:28][CH2:29][CH2:30][CH3:31]. Product: [C:27]([C:28]1[CH:6]=[CH:5][C:31]([C@H:16]([OH:17])/[CH:15]=[CH:14]/[CH2:20][OH:22])=[CH:30][CH:29]=1)#[CH:26]. The catalyst class is: 27. (4) Reactant: [CH2:1]([O:3][C:4](=[O:20])[CH2:5][CH2:6][CH2:7][S:8][C:9]1[NH:10][C:11]2[CH:17]=[C:16]([F:18])[C:15]([F:19])=[CH:14][C:12]=2[N:13]=1)[CH3:2].C(=O)([O-])[O-].[K+].[K+].Cl[CH2:28][C:29]1[C:38]2[C:33](=[CH:34][CH:35]=[CH:36][CH:37]=2)[CH:32]=[CH:31][CH:30]=1.O. Product: [CH2:1]([O:3][C:4](=[O:20])[CH2:5][CH2:6][CH2:7][S:8][C:9]1[N:10]([CH2:28][C:29]2[C:38]3[C:33](=[CH:34][CH:35]=[CH:36][CH:37]=3)[CH:32]=[CH:31][CH:30]=2)[C:11]2[CH:17]=[C:16]([F:18])[C:15]([F:19])=[CH:14][C:12]=2[N:13]=1)[CH3:2]. The catalyst class is: 9. (5) Product: [CH3:13][CH2:12][CH2:11][CH:10]([CH3:19])[CH3:9].[OH:14][CH2:13][C:12]1[CH:11]=[C:10]([CH2:9][CH2:8][OH:7])[CH:19]=[CH:18][CH:17]=1. Reactant: [H-].[Al+3].[Li+].[H-].[H-].[H-].[OH:7][CH2:8][CH2:9][C:10]1[CH:11]=[C:12]([CH:17]=[CH:18][CH:19]=1)[C:13](OC)=[O:14]. The catalyst class is: 7.